This data is from Full USPTO retrosynthesis dataset with 1.9M reactions from patents (1976-2016). The task is: Predict the reactants needed to synthesize the given product. (1) The reactants are: [C:1]([C:5]1[CH:6]=[C:7](CC(O)=O)[CH:8]=[CH:9][CH:10]=1)([CH3:4])([CH3:3])[CH3:2].[C:15](Cl)(=O)[C:16](Cl)=O.[NH2:21][C:22](=[N:28][OH:29])[C:23]([O:25][CH2:26][CH3:27])=[O:24].C(N(CC)C(C)C)(C)C. Given the product [C:1]([C:5]1[CH:10]=[CH:9][C:8]([CH2:15][C:16]2[O:29][N:28]=[C:22]([C:23]([O:25][CH2:26][CH3:27])=[O:24])[N:21]=2)=[CH:7][CH:6]=1)([CH3:2])([CH3:3])[CH3:4], predict the reactants needed to synthesize it. (2) Given the product [CH3:10][O:9][C:6]1[C:7](=[O:8])[C:2]([C:33]2[N:29]([C:23]3[CH:24]=[CH:25][CH:26]=[CH:27][CH:28]=3)[N:30]=[CH:31][CH:32]=2)=[N:3][N:4]([C:11]2[C:21]([F:22])=[CH:20][C:14]3[O:15][C:16]([F:19])([F:18])[O:17][C:13]=3[CH:12]=2)[CH:5]=1, predict the reactants needed to synthesize it. The reactants are: Br[C:2]1[C:7](=[O:8])[C:6]([O:9][CH3:10])=[CH:5][N:4]([C:11]2[C:21]([F:22])=[CH:20][C:14]3[O:15][C:16]([F:19])([F:18])[O:17][C:13]=3[CH:12]=2)[N:3]=1.[C:23]1([N:29]2[C:33](B3OC(C)(C)C(C)(C)O3)=[CH:32][CH:31]=[N:30]2)[CH:28]=[CH:27][CH:26]=[CH:25][CH:24]=1.C([O-])([O-])=O.[K+].[K+]. (3) The reactants are: O.Cl.[CH3:3][C:4]1[CH:12]=[C:11]2[C:7]([C:8]([C:13]3[CH:18]=[CH:17][CH:16]=[CH:15][CH:14]=3)=[N:9][NH:10]2)=[CH:6][C:5]=1[N+:19]([O-])=O.[OH-].[NH4+]. Given the product [NH2:19][C:5]1[CH:6]=[C:7]2[C:11](=[CH:12][C:4]=1[CH3:3])[NH:10][N:9]=[C:8]2[C:13]1[CH:14]=[CH:15][CH:16]=[CH:17][CH:18]=1, predict the reactants needed to synthesize it. (4) Given the product [NH2:1][C:4]1[C:5]([N:13]2[CH2:18][CH2:17][CH2:16][C@H:15]([NH:19][C:20](=[O:26])[O:21][C:22]([CH3:24])([CH3:23])[CH3:25])[CH2:14]2)=[C:6]2[S:12][CH:11]=[CH:10][C:7]2=[N:8][CH:9]=1, predict the reactants needed to synthesize it. The reactants are: [N+:1]([C:4]1[C:5]([N:13]2[CH2:18][CH2:17][CH2:16][C@H:15]([NH:19][C:20](=[O:26])[O:21][C:22]([CH3:25])([CH3:24])[CH3:23])[CH2:14]2)=[C:6]2[S:12][CH:11]=[CH:10][C:7]2=[N:8][CH:9]=1)([O-])=O.[NH4+].[Cl-].CCO. (5) Given the product [OH:5][CH2:6][CH2:7][O:8][C:9]1[CH:10]=[C:11]([NH:17][CH:18]([C:30]2[CH:35]=[CH:34][CH:33]=[CH:32][CH:31]=2)[C:19]([C:21]2[C:29]3[C:24](=[CH:25][CH:26]=[CH:27][CH:28]=3)[NH:23][CH:22]=2)=[O:20])[CH:12]=[C:13]([O:15][CH3:16])[CH:14]=1, predict the reactants needed to synthesize it. The reactants are: C([O:5][CH2:6][CH2:7][O:8][C:9]1[CH:10]=[C:11]([NH:17][CH:18]([C:30]2[CH:35]=[CH:34][CH:33]=[CH:32][CH:31]=2)[C:19]([C:21]2[C:29]3[C:24](=[CH:25][CH:26]=[CH:27][CH:28]=3)[NH:23][CH:22]=2)=[O:20])[CH:12]=[C:13]([O:15][CH3:16])[CH:14]=1)(C)(C)C.O1CCOCC1.C(=O)([O-])[O-].[K+].[K+]. (6) Given the product [CH2:12]=[C:11]1[C:2]2=[N:3][CH:4]=[CH:5][CH:6]=[C:7]2[O:8][CH2:9][CH2:10]1, predict the reactants needed to synthesize it. The reactants are: Br[C:2]1[C:7]([O:8][CH2:9][CH2:10][CH:11]=[CH2:12])=[CH:6][CH:5]=[CH:4][N:3]=1.C1C=CC(P(C2C=CC=CC=2)C2C=CC=CC=2)=CC=1.CC([O-])=O.[K+]. (7) Given the product [F:35][C:36]([F:38])([F:37])[CH:19]([C:21]1[CH:26]=[CH:25][CH:24]=[CH:23][C:22]=1[C:27]1[CH:28]=[CH:29][C:30]([C:33]#[N:34])=[N:31][CH:32]=1)[OH:20], predict the reactants needed to synthesize it. The reactants are: [F-].C([N+](CCCC)(CCCC)CCCC)CCC.[CH:19]([C:21]1[CH:26]=[CH:25][CH:24]=[CH:23][C:22]=1[C:27]1[CH:28]=[CH:29][C:30]([C:33]#[N:34])=[N:31][CH:32]=1)=[O:20].[F:35][C:36]([Si](C)(C)C)([F:38])[F:37].Cl. (8) Given the product [F:11][C:12]1[CH:17]=[CH:16][C:15]([C:18](=[O:20])[CH2:19][CH2:22][C:23]([C:25]2[CH:30]=[CH:29][CH:28]=[CH:27][CH:26]=2)=[O:24])=[CH:14][CH:13]=1, predict the reactants needed to synthesize it. The reactants are: C(NCC)C.C(O)(C)(C)C.[F:11][C:12]1[CH:17]=[CH:16][C:15]([C:18](=[O:20])[CH3:19])=[CH:14][CH:13]=1.Br[CH2:22][C:23]([C:25]1[CH:30]=[CH:29][CH:28]=[CH:27][CH:26]=1)=[O:24].S(=O)(=O)(O)O.